This data is from Forward reaction prediction with 1.9M reactions from USPTO patents (1976-2016). The task is: Predict the product of the given reaction. (1) Given the reactants Br[C:2]1[N:7]=[C:6]([C:8]([NH2:10])=[O:9])[C:5]([NH:11][CH2:12][CH3:13])=[CH:4][CH:3]=1.[Cl:14][C:15]1[CH:22]=[C:21](B2OC(C)(C)C(C)(C)O2)[CH:20]=[CH:19][C:16]=1[C:17]#[N:18], predict the reaction product. The product is: [Cl:14][C:15]1[CH:22]=[C:21]([C:2]2[N:7]=[C:6]([C:8]([NH2:10])=[O:9])[C:5]([NH:11][CH2:12][CH3:13])=[CH:4][CH:3]=2)[CH:20]=[CH:19][C:16]=1[C:17]#[N:18]. (2) Given the reactants [H-].[Al+3].[Li+].[H-].[H-].[H-].[Br:7][C:8]1[CH:13]=[CH:12][C:11]([CH2:14][C:15]([N:17]2[CH2:22][CH2:21][O:20][CH2:19][CH2:18]2)=O)=[CH:10][CH:9]=1, predict the reaction product. The product is: [Br:7][C:8]1[CH:9]=[CH:10][C:11]([CH2:14][CH2:15][N:17]2[CH2:22][CH2:21][O:20][CH2:19][CH2:18]2)=[CH:12][CH:13]=1.